This data is from Full USPTO retrosynthesis dataset with 1.9M reactions from patents (1976-2016). The task is: Predict the reactants needed to synthesize the given product. (1) Given the product [CH3:42][O:43][C:44]1[CH:49]=[CH:48][C:47]([C:30]2[CH:35]=[CH:34][CH:33]=[C:32]([CH2:36][C:37]([O:39][CH3:40])=[O:38])[C:31]=2[CH3:41])=[CH:46][CH:45]=1, predict the reactants needed to synthesize it. The reactants are: C1(C)C=CC=CC=1P(C1C=CC=CC=1C)C1C=CC=CC=1C.C(=O)([O-])[O-].[Na+].[Na+].I[C:30]1[C:31]([CH3:41])=[C:32]([CH2:36][C:37]([O:39][CH3:40])=[O:38])[CH:33]=[CH:34][CH:35]=1.[CH3:42][O:43][C:44]1[CH:49]=[CH:48][C:47](B(O)O)=[CH:46][CH:45]=1. (2) Given the product [CH2:1]([C:3]1[C:11]2[N:10]=[CH:9][N:8]([CH:12]3[CH2:17][CH2:16][CH2:15][CH2:14][O:13]3)[C:7]=2[CH:6]=[CH:5][C:4]=1[CH2:18][NH2:19])[CH3:2], predict the reactants needed to synthesize it. The reactants are: [CH2:1]([C:3]1[C:11]2[N:10]=[CH:9][N:8]([CH:12]3[CH2:17][CH2:16][CH2:15][CH2:14][O:13]3)[C:7]=2[CH:6]=[CH:5][C:4]=1[C:18]#[N:19])[CH3:2].[BH4-].[Na+]. (3) Given the product [Br:33][C:16]1[C:15](=[O:23])[NH:14][C:13]2[N:9]([C:3]3[C:2]([F:1])=[CH:7][CH:6]=[CH:5][C:4]=3[F:8])[N:10]=[CH:11][C:12]=2[N:17]=1, predict the reactants needed to synthesize it. The reactants are: [F:1][C:2]1[CH:7]=[CH:6][CH:5]=[C:4]([F:8])[C:3]=1[N:9]1[C:13]2=[N:14][C:15]([OH:23])=[C:16](C(OCC)=O)[N:17]=[C:12]2[CH:11]=[N:10]1.[OH-].[Li+].C1C(=O)N([Br:33])C(=O)C1. (4) Given the product [F:10][C:8]1[CH:9]=[C:2]2[C:3]([CH:4]=[C:26]([CH2:25][C:20]3[CH:21]=[CH:22][CH:23]=[CH:24][C:19]=3[O:18][CH3:17])[C:27]([NH2:28])=[N:1]2)=[CH:6][C:7]=1[N:11]1[CH2:16][CH2:15][O:14][CH2:13][CH2:12]1, predict the reactants needed to synthesize it. The reactants are: [NH2:1][C:2]1[CH:9]=[C:8]([F:10])[C:7]([N:11]2[CH2:16][CH2:15][O:14][CH2:13][CH2:12]2)=[CH:6][C:3]=1[CH:4]=O.[CH3:17][O:18][C:19]1[CH:24]=[CH:23][CH:22]=[CH:21][C:20]=1[CH2:25][CH2:26][C:27]#[N:28]. (5) Given the product [Br:14][C:7]1[N:6]=[C:5]([N:4]([CH2:20][C:19]2[CH:22]=[CH:23][C:24]([C:26]#[N:27])=[CH:25][C:18]=2[Cl:17])[C:1](=[O:3])[CH3:2])[C:10]([N+:11]([O-:13])=[O:12])=[CH:9][CH:8]=1, predict the reactants needed to synthesize it. The reactants are: [C:1]([NH:4][C:5]1[C:10]([N+:11]([O-:13])=[O:12])=[CH:9][CH:8]=[C:7]([Br:14])[N:6]=1)(=[O:3])[CH3:2].[H-].[Na+].[Cl:17][C:18]1[CH:25]=[C:24]([C:26]#[N:27])[CH:23]=[CH:22][C:19]=1[CH2:20]Br. (6) Given the product [F:1][C:2]1[CH:7]=[CH:6][C:5]([CH3:8])=[CH:4][C:3]=1[NH:9][C:10]([NH:12][C:13]1[CH:14]=[CH:15][C:16]([O:17][C:18]2[CH:23]=[CH:22][N:21]=[C:20]([C:24]3[NH:28][CH:27]=[C:26]([C:29]([NH:31][CH2:32][CH2:33][CH2:34][N:35]([CH2:36][C:37]([OH:39])=[O:38])[CH2:41][C:42]([OH:44])=[O:43])=[O:30])[CH:25]=3)[CH:19]=2)=[CH:46][CH:47]=1)=[O:11], predict the reactants needed to synthesize it. The reactants are: [F:1][C:2]1[CH:7]=[CH:6][C:5]([CH3:8])=[CH:4][C:3]=1[NH:9][C:10]([NH:12][C:13]1[CH:47]=[CH:46][C:16]([O:17][C:18]2[CH:23]=[CH:22][N:21]=[C:20]([C:24]3[NH:28][CH:27]=[C:26]([C:29]([NH:31][CH2:32][CH2:33][CH2:34][N:35]([CH2:41][C:42]([O:44]C)=[O:43])[CH2:36][C:37]([O:39]C)=[O:38])=[O:30])[CH:25]=3)[CH:19]=2)=[CH:15][CH:14]=1)=[O:11].[OH-].[Na+].O.Cl.